Dataset: Catalyst prediction with 721,799 reactions and 888 catalyst types from USPTO. Task: Predict which catalyst facilitates the given reaction. (1) Reactant: Br[C:2]1[CH:3]=[C:4]([CH:7]=[CH:8][CH:9]=1)[C:5]#[N:6].C([O:13][B:14](OC(C)C)[O:15]C(C)C)(C)C.C([Li])CCC.S(=O)(=O)(O)O.[OH-].[Na+]. Product: [C:5]([C:4]1[CH:3]=[C:2]([B:14]([OH:15])[OH:13])[CH:9]=[CH:8][CH:7]=1)#[N:6]. The catalyst class is: 188. (2) Reactant: C[O:2][C:3]([C:5]1[O:6][C:7](/[CH:10]=[C:11](/[C:13]([O:15][C:16]([CH3:19])([CH3:18])[CH3:17])=[O:14])\[CH3:12])=[CH:8][CH:9]=1)=[O:4].[OH-].[Li+].Cl. Product: [C:16]([O:15][C:13](/[C:11](/[CH3:12])=[CH:10]/[C:7]1[O:6][C:5]([C:3]([OH:4])=[O:2])=[CH:9][CH:8]=1)=[O:14])([CH3:19])([CH3:17])[CH3:18]. The catalyst class is: 5. (3) Reactant: [CH3:1][C:2]1([CH3:27])[CH2:6][CH2:5][CH2:4][CH:3]1[C:7]1[CH:12]=[C:11]([C:13](OC)=[O:14])[CH:10]=[C:9]([F:17])[C:8]=1[C:18]1[CH:23]=[C:22]([O:24][CH3:25])[CH:21]=[CH:20][C:19]=1[F:26].[H-].[H-].[H-].[H-].[Li+].[Al+3].[OH-].[Na+]. The catalyst class is: 1. Product: [CH3:1][C:2]1([CH3:27])[CH2:6][CH2:5][CH2:4][CH:3]1[C:7]1[CH:12]=[C:11]([CH2:13][OH:14])[CH:10]=[C:9]([F:17])[C:8]=1[C:18]1[CH:23]=[C:22]([O:24][CH3:25])[CH:21]=[CH:20][C:19]=1[F:26]. (4) Reactant: [CH3:1][N:2]1[C:6]([CH3:7])=[CH:5][C:4]([C:8]([OH:10])=O)=[N:3]1.O1CCCC1.C(Cl)(=O)C(Cl)=O.[NH2:22][C:23]1[CH:24]=[C:25]([CH:42]=[CH:43][C:44]=1[CH3:45])[O:26][C:27]1[CH:28]=[CH:29][C:30]2[N:31]([CH:33]=[C:34]([NH:36][C:37]([CH:39]3[CH2:41][CH2:40]3)=[O:38])[N:35]=2)[N:32]=1. Product: [CH:39]1([C:37]([NH:36][C:34]2[N:35]=[C:30]3[CH:29]=[CH:28][C:27]([O:26][C:25]4[CH:42]=[CH:43][C:44]([CH3:45])=[C:23]([NH:22][C:8]([C:4]5[CH:5]=[C:6]([CH3:7])[N:2]([CH3:1])[N:3]=5)=[O:10])[CH:24]=4)=[N:32][N:31]3[CH:33]=2)=[O:38])[CH2:40][CH2:41]1. The catalyst class is: 402. (5) Reactant: [NH2:1][CH2:2][CH2:3][CH2:4][C@H:5]([NH:9][C:10]([C:12]1[CH:17]=[CH:16][CH:15]=[C:14]([CH:18]([C:25]2[CH:30]=[CH:29][CH:28]=[CH:27][CH:26]=2)[C:19]2[CH:24]=[CH:23][CH:22]=[CH:21][CH:20]=2)[CH:13]=1)=[O:11])[C:6]([OH:8])=[O:7].[C:31]([OH:37])([C:33]([F:36])([F:35])[F:34])=[O:32].Cl.[C:39](=[NH:44])(OCC)[CH3:40].C(N(CC)CC)C. Product: [C:25]1([CH:18]([C:19]2[CH:24]=[CH:23][CH:22]=[CH:21][CH:20]=2)[C:14]2[CH:13]=[C:12]([C:10]([NH:9][C@@H:5]([CH2:4][CH2:3][CH2:2][NH:1][C:39](=[NH:44])[CH3:40])[C:6]([OH:8])=[O:7])=[O:11])[CH:17]=[CH:16][CH:15]=2)[CH:26]=[CH:27][CH:28]=[CH:29][CH:30]=1.[C:31]([OH:37])([C:33]([F:36])([F:35])[F:34])=[O:32]. The catalyst class is: 8.